From a dataset of Catalyst prediction with 721,799 reactions and 888 catalyst types from USPTO. Predict which catalyst facilitates the given reaction. (1) Reactant: Cl[C:2]1[C:7]2[N:8]=[C:9]([N:18]3[CH:22]=[CH:21][N:20]=[CH:19]3)[N:10]=[C:11]([N:12]3[CH2:17][CH2:16][O:15][CH2:14][CH2:13]3)[C:6]=2[N:5]=[C:4]([C:23]([O:25][CH3:26])=[O:24])[CH:3]=1.C([O-])=O.[NH4+]. Product: [N:18]1([C:9]2[N:10]=[C:11]([N:12]3[CH2:17][CH2:16][O:15][CH2:14][CH2:13]3)[C:6]3[N:5]=[C:4]([C:23]([O:25][CH3:26])=[O:24])[CH:3]=[CH:2][C:7]=3[N:8]=2)[CH:22]=[CH:21][N:20]=[CH:19]1. The catalyst class is: 50. (2) Reactant: Cl.[C:2]([C:4]1[CH:9]=[CH:8][CH:7]=[CH:6][C:5]=1[S:10]([O:13][C:14]1[CH:15]=[C:16]([CH:22]=[C:23]([CH3:25])[CH:24]=1)[O:17][CH2:18][CH2:19][CH:20]=[O:21])(=[O:12])=[O:11])#[N:3].[N+]([O-])(O)=[O:27].[NH2:30][NH:31][C:32]([NH2:34])=[NH:33].O. Product: [C:20]([OH:21])(=[O:27])[CH3:19].[C:2]([C:4]1[CH:9]=[CH:8][CH:7]=[CH:6][C:5]=1[S:10]([O:13][C:14]1[CH:15]=[C:16]([CH:22]=[C:23]([CH3:25])[CH:24]=1)[O:17][CH2:18][CH2:19][CH2:20][NH:30][NH:31][C:32]([NH2:34])=[NH:33])(=[O:12])=[O:11])#[N:3]. The catalyst class is: 8. (3) Reactant: [NH2:1][CH:2]1[CH2:7][CH2:6][N:5]([CH2:8][CH:9]2[C:19]3=[C:20]4[C:15](=[CH:16][CH:17]=[C:18]3[F:21])[CH:14]=[CH:13][C:12](=[O:22])[N:11]4[CH2:10]2)[CH2:4][CH2:3]1.[CH:23]([C:25]1[N:41]=[CH:40][C:28]2[O:29][CH2:30][CH2:31][N:32]([C:33]([O:35][C:36]([CH3:39])([CH3:38])[CH3:37])=[O:34])[C:27]=2[CH:26]=1)=O.C(O[BH-](OC(=O)C)OC(=O)C)(=O)C.[Na+].C(=O)(O)[O-].[Na+]. Product: [F:21][C:18]1[C:19]2[CH:9]([CH2:8][N:5]3[CH2:6][CH2:7][CH:2]([NH:1][CH2:23][C:25]4[N:41]=[CH:40][C:28]5[O:29][CH2:30][CH2:31][N:32]([C:33]([O:35][C:36]([CH3:37])([CH3:39])[CH3:38])=[O:34])[C:27]=5[CH:26]=4)[CH2:3][CH2:4]3)[CH2:10][N:11]3[C:20]=2[C:15]([CH:14]=[CH:13][C:12]3=[O:22])=[CH:16][CH:17]=1. The catalyst class is: 98.